From a dataset of Experimentally validated miRNA-target interactions with 360,000+ pairs, plus equal number of negative samples. Binary Classification. Given a miRNA mature sequence and a target amino acid sequence, predict their likelihood of interaction. (1) The miRNA is mmu-miR-451a with sequence AAACCGUUACCAUUACUGAGUU. The protein sequence of the target gene is MLRRLDKIRFRGHKRDDFLDLAESPNASDTECSDEIPLKVPRTSPRDSEELRDPAGPGTLIMATGVQDFNRTEFDRLNEIKGHLEIALLEKHFLQEELRKLREETNAEMLRQELDRERQRRMELEQKVQEVLKARTEEQMAQQPPKGQAQASNGAERRSQGLSSRLQKWFYERFGEYVEDFRFQPEENTVETEEPLSARRLTENMRRLKRGAKPVTNFVKNLSALSDWYSVYTSAIAFTVYMNAVWHGWAIPLFLFLAILRLSLNYLIARGWRIQWSIVPEVSEPVEPPKEDLTVSEKFQ.... Result: 0 (no interaction). (2) Result: 0 (no interaction). The miRNA is hsa-miR-1244 with sequence AAGUAGUUGGUUUGUAUGAGAUGGUU. The protein sequence of the target gene is MADRGCPLEAAPLPAEVLESLAELELELSEGDITQKGYEKKRAKLLARYIPLIQDVHTEAVQAALAKYKERKMPMPSKRRSALVHSSVETYTPPDTSSASEDEGSLRRPGRLTSTLLQSHSGIEPWLDRVIQGSSTSSSASSTSSHPGGRPAAAPSASTALAGLTAHAHIDLHSAPPDVTTGLVEHSSYERPQMASVRGIPRGHGRNVLETADGVPVNSRVSSKIQQLLNTLKRPKRPPLKEFFVDDFEELLEVQQPDPNQPKPEGDQMAVLKGEPLSVGTNGPLSLLAALQLWGTTQPK.... (3) The miRNA is mmu-miR-5125 with sequence UCUGCCUGGGAUUUCCUUGU. The protein sequence of the target gene is MAYPGHPGAGGGYYPGGYGGAPGGPAFPGQTQDPLYGYFAAVAGQDGQIDADELQRCLTQSGIAGGYKPFNLETCRLMVSMLDRDMSGTMGFNEFKELWAVLNGWRQHFISFDSDRSGTVDPQELQKALTTMGFRLSPQTVNSVAKRYSTSGKITFDDYIACCVKLRALTDSFRRRDSGQQGVVNFSYDDFIQCVMTV. Result: 0 (no interaction). (4) The miRNA is hsa-miR-6831-3p with sequence UGACUAACUCCCACUCUACAG. The protein sequence of the target gene is MFGFHKPKMYRSIEGCCICRAKSSSSRFTDSKRYEKDFQSCFGLHETRSGDICNACVLLVKRWKKLPAGSKKNWNHVVDARAGPSLKTTLKPKKVKTLSGNRIKSNQISKLQKEFKRHNSDAHSTTSSASPAQSPCYSNQSDDGSDTEMASGSNRTPVFSFLDLTYWKRQKICCGIIYKGRFGEVLIDTHLFKPCCSNKKAAAEKPEEQGPEPLPISTQEW. Result: 0 (no interaction). (5) The miRNA is mmu-miR-448-3p with sequence UUGCAUAUGUAGGAUGUCCCAU. The protein sequence of the target gene is MADEDLIFCLEGVDGGRCSRAGHNADSDTDSDDDEGYFICPITDDHMSNQNVSSKVQSYYSNLTKTECGSTGSPASSFHFKEAWKHAIEKAKHMPDPWAEFHLEDIATEHATRHRYNAVTGEWLKDEVLIKMASQPFGRGAMRECFRTKKLSNFLHAQQWKGASNYVAKRYIEPVDRSVYFEDVQLQMEAKLWGEDYNRHKPPKQVDIMQMCIIELKDRPGQPLFHLEHYIEGKYIKYNSNSGFVRDDNIRLTPQAFSHFTFERSGHQLIVVDIQGVGDLYTDPQIHTEKGTDFGDGNLG.... Result: 0 (no interaction).